Task: Regression. Given two drug SMILES strings and cell line genomic features, predict the synergy score measuring deviation from expected non-interaction effect.. Dataset: Merck oncology drug combination screen with 23,052 pairs across 39 cell lines (1) Drug 1: CCN(CC)CCNC(=O)c1c(C)[nH]c(C=C2C(=O)Nc3ccc(F)cc32)c1C. Drug 2: Cn1c(=O)n(-c2ccc(C(C)(C)C#N)cc2)c2c3cc(-c4cnc5ccccc5c4)ccc3ncc21. Cell line: OV90. Synergy scores: synergy=20.5. (2) Drug 1: CCN(CC)CCNC(=O)c1c(C)[nH]c(C=C2C(=O)Nc3ccc(F)cc32)c1C. Drug 2: C=CCn1c(=O)c2cnc(Nc3ccc(N4CCN(C)CC4)cc3)nc2n1-c1cccc(C(C)(C)O)n1. Cell line: A2058. Synergy scores: synergy=-3.42.